Dataset: Forward reaction prediction with 1.9M reactions from USPTO patents (1976-2016). Task: Predict the product of the given reaction. (1) Given the reactants [CH3:1][N:2]([CH3:17])[C:3]([C:5]1[CH:6]=[C:7]([OH:16])[C:8]2[N:9]([C:11]([CH3:15])=[C:12]([CH3:14])[N:13]=2)[CH:10]=1)=[O:4].[O:18]1[CH:20]2[CH2:21][CH2:22][C:23]3[C:28]([CH:19]12)=[CH:27][CH:26]=[CH:25][CH:24]=3.C(N(CC)CC)C.[ClH:36], predict the reaction product. The product is: [ClH:36].[CH3:17][N:2]([CH3:1])[C:3]([C:5]1[CH:6]=[C:7]([O:16][C@@H:19]2[C:28]3[C:23](=[CH:24][CH:25]=[CH:26][CH:27]=3)[CH2:22][CH2:21][C@H:20]2[OH:18])[C:8]2[N:9]([C:11]([CH3:15])=[C:12]([CH3:14])[N:13]=2)[CH:10]=1)=[O:4]. (2) Given the reactants [CH2:1]([N:3]1[C:12]2[CH:11]=[CH:10][C:9](I)=[CH:8][C:7]=2[C:6]2=[N:14][N:15]([CH:18]3[CH2:23][CH2:22][CH2:21][CH2:20][O:19]3)[C:16]([CH3:17])=[C:5]2[C:4]1=[O:24])[CH3:2].C(N(CC)CC)C.[CH2:32]([N:35]1[CH2:39][CH2:38][CH2:37][CH2:36]1)[C:33]#[CH:34], predict the reaction product. The product is: [CH2:1]([N:3]1[C:12]2[CH:11]=[CH:10][C:9]([C:34]#[C:33][CH2:32][N:35]3[CH2:39][CH2:38][CH2:37][CH2:36]3)=[CH:8][C:7]=2[C:6]2=[N:14][N:15]([CH:18]3[CH2:23][CH2:22][CH2:21][CH2:20][O:19]3)[C:16]([CH3:17])=[C:5]2[C:4]1=[O:24])[CH3:2]. (3) The product is: [C:6]([OH:5])(=[O:7])[CH3:18].[CH3:17][C:10]1[C:11]([C:13]([NH2:15])=[NH:14])=[CH:12][NH:8][N:9]=1. Given the reactants C([O:5][C:6]([N:8]1[CH:12]=[C:11]([C:13](=[N:15]O)[NH2:14])[C:10]([CH3:17])=[N:9]1)=[O:7])(C)(C)C.[CH3:18]O, predict the reaction product. (4) Given the reactants [CH3:1][N:2]1[C:6]2=[CH:7][CH:8]=[C:9]3[C:14]([N:13]=[C:12]([C:15]4[CH:21]=[CH:20][C:18]([NH2:19])=[CH:17][CH:16]=4)[N:11]=[C:10]3[N:22]3[CH2:27][CH2:26][O:25][CH2:24][CH2:23]3)=[C:5]2[CH:4]=[CH:3]1.CCN(CC)CC.[CH3:35][S:36](Cl)(=[O:38])=[O:37], predict the reaction product. The product is: [CH3:1][N:2]1[C:6]2=[CH:7][CH:8]=[C:9]3[C:14]([N:13]=[C:12]([C:15]4[CH:16]=[CH:17][C:18]([NH:19][S:36]([CH3:35])(=[O:38])=[O:37])=[CH:20][CH:21]=4)[N:11]=[C:10]3[N:22]3[CH2:27][CH2:26][O:25][CH2:24][CH2:23]3)=[C:5]2[CH:4]=[CH:3]1.